This data is from Reaction yield outcomes from USPTO patents with 853,638 reactions. The task is: Predict the reaction yield, written as a fraction of the theoretical maximum amount of product (1.0 means a 100% yield; for example, 0.34 means a 34% yield). (1) The reactants are [Cl:1][C:2]1[CH:3]=[C:4]([CH:6]=[CH:7][CH:8]=1)[NH2:5].Cl.[N:10]([O-])=O.[Na+].C([O-])(=O)C.[Na+].[Cl:19][CH:20]([S:24]([CH3:27])(=[O:26])=[O:25])C(=O)C. The catalyst is O.CC(C)=O.C(O)(=O)C. The product is [Cl:1][C:2]1[CH:3]=[C:4]([NH:5][N:10]=[C:20]([Cl:19])[S:24]([CH3:27])(=[O:26])=[O:25])[CH:6]=[CH:7][CH:8]=1. The yield is 0.810. (2) The reactants are [C:1]1([CH3:46])[CH:6]=[CH:5][C:4]([S:7][CH2:8][CH:9]([CH2:37][S:38][C:39]2[CH:44]=[CH:43][C:42]([CH3:45])=[CH:41][CH:40]=2)[C:10]([C:12]2[CH:36]=[CH:35][C:15]([C:16]([NH:18][CH:19]([CH2:27][C:28]([O:30]C(C)(C)C)=[O:29])[C:20]([O:22]C(C)(C)C)=[O:21])=[O:17])=[CH:14][CH:13]=2)=[O:11])=[CH:3][CH:2]=1.FC(F)(F)C(O)=O. The catalyst is ClCCl. The product is [C:1]1([CH3:46])[CH:2]=[CH:3][C:4]([S:7][CH2:8][CH:9]([CH2:37][S:38][C:39]2[CH:40]=[CH:41][C:42]([CH3:45])=[CH:43][CH:44]=2)[C:10]([C:12]2[CH:36]=[CH:35][C:15]([C:16]([NH:18][CH:19]([CH2:27][C:28]([OH:30])=[O:29])[C:20]([OH:22])=[O:21])=[O:17])=[CH:14][CH:13]=2)=[O:11])=[CH:5][CH:6]=1. The yield is 1.00. (3) The yield is 0.100. The product is [C:1]([C:5]1[CH:6]=[CH:7][C:8]([N:11]2[CH2:15][CH2:14][N:13]([C:16]3[CH:17]=[CH:18][C:19]([CH2:20][N:29]4[CH2:32][CH:31]([C:33]([OH:35])=[O:34])[CH2:30]4)=[CH:22][CH:23]=3)[C:12]2=[O:24])=[CH:9][CH:10]=1)([CH3:4])([CH3:2])[CH3:3]. The catalyst is ClCCl.CO.CS(C)=O. The reactants are [C:1]([C:5]1[CH:10]=[CH:9][C:8]([N:11]2[CH2:15][CH2:14][N:13]([C:16]3[CH:23]=[CH:22][C:19]([CH:20]=O)=[CH:18][CH:17]=3)[C:12]2=[O:24])=[CH:7][CH:6]=1)([CH3:4])([CH3:3])[CH3:2].C(O)(=O)C.[NH:29]1[CH2:32][CH:31]([C:33]([OH:35])=[O:34])[CH2:30]1.C([BH3-])#N.[Na+]. (4) The reactants are [F:1][C:2]1[C:3]([CH3:37])=[C:4]([C:15]2[CH:20]=[CH:19][CH:18]=[C:17]([CH2:21][O:22][C:23]3[CH:36]=[CH:35][C:26]4[C@H:27]([CH2:30][C:31]([O:33]C)=[O:32])[CH2:28][O:29][C:25]=4[CH:24]=3)[CH:16]=2)[C:5]([CH3:14])=[CH:6][C:7]=1[O:8][C@H:9]1[CH2:13][CH2:12][O:11][CH2:10]1.[OH-].[Li+]. The catalyst is CO.O1CCCC1. The product is [F:1][C:2]1[C:3]([CH3:37])=[C:4]([C:15]2[CH:20]=[CH:19][CH:18]=[C:17]([CH2:21][O:22][C:23]3[CH:36]=[CH:35][C:26]4[C@H:27]([CH2:30][C:31]([OH:33])=[O:32])[CH2:28][O:29][C:25]=4[CH:24]=3)[CH:16]=2)[C:5]([CH3:14])=[CH:6][C:7]=1[O:8][C@H:9]1[CH2:13][CH2:12][O:11][CH2:10]1. The yield is 0.578. (5) The reactants are [NH2:1][C:2]1[CH:7]=[CH:6][C:5]([C:8]2[N:13]=[C:12]([N:14]3[CH2:19][CH2:18][O:17][CH2:16][CH2:15]3)[N:11]=[C:10]([C:20]3[CH:25]=[CH:24][C:23]([NH:26][C:27]([NH:29][CH3:30])=[O:28])=[CH:22][CH:21]=3)[N:9]=2)=[CH:4][CH:3]=1.[C:31]([C:34]1[CH:35]=[C:36]([NH:40][C:41](=[O:49])OC2C=CC=CC=2)[CH:37]=[CH:38][CH:39]=1)(=[O:33])[NH2:32]. No catalyst specified. The product is [CH3:30][NH:29][C:27]([NH:26][C:23]1[CH:22]=[CH:21][C:20]([C:10]2[N:11]=[C:12]([N:14]3[CH2:15][CH2:16][O:17][CH2:18][CH2:19]3)[N:13]=[C:8]([C:5]3[CH:4]=[CH:3][C:2]([NH:1][C:41]([NH:40][C:36]4[CH:35]=[C:34]([CH:39]=[CH:38][CH:37]=4)[C:31]([NH2:32])=[O:33])=[O:49])=[CH:7][CH:6]=3)[N:9]=2)=[CH:25][CH:24]=1)=[O:28]. The yield is 0.0400. (6) The reactants are [CH2:1]([O:8][CH2:9][C@H:10](O)[CH2:11][CH2:12][CH:13]=[CH2:14])[C:2]1[CH:7]=[CH:6][CH:5]=[CH:4][CH:3]=1.C1(P(C2C=CC=CC=2)C2C=CC=CC=2)C=CC=CC=1.[C:35]1(=[O:45])[NH:39][C:38](=[O:40])[C:37]2=[CH:41][CH:42]=[CH:43][CH:44]=[C:36]12.N(C(OC(C)C)=O)=NC(OC(C)C)=O. No catalyst specified. The product is [CH2:1]([O:8][CH2:9][C@@H:10]([N:39]1[C:38](=[O:40])[C:37]2=[CH:41][CH:42]=[CH:43][CH:44]=[C:36]2[C:35]1=[O:45])[CH2:11][CH2:12][CH:13]=[CH2:14])[C:2]1[CH:7]=[CH:6][CH:5]=[CH:4][CH:3]=1. The yield is 0.830. (7) The reactants are [C:1]([CH:3]=[C:4]1[CH2:7][N:6]([C:8]([O:10][C:11]([CH3:14])([CH3:13])[CH3:12])=[O:9])[CH2:5]1)#[N:2]. The catalyst is CO.O1CCOCC1.[C].[Pd]. The product is [C:1]([CH2:3][CH:4]1[CH2:7][N:6]([C:8]([O:10][C:11]([CH3:14])([CH3:13])[CH3:12])=[O:9])[CH2:5]1)#[N:2]. The yield is 0.790.